From a dataset of hERG Central: cardiac toxicity at 1µM, 10µM, and general inhibition. Predict hERG channel inhibition at various concentrations. (1) The molecule is CC(C)c1nc(N2CCN(C(=O)c3ccco3)CC2)c(C#N)c2c1COC(C)(C)C2. Results: hERG_inhib (hERG inhibition (general)): blocker. (2) The molecule is O=C(O)C(=O)O.O=[N+]([O-])c1ccc(S(=O)(=O)N(CCCN2CCOCC2)Cc2cccs2)cc1. Results: hERG_inhib (hERG inhibition (general)): blocker. (3) The compound is CCOC(=O)C1CCN(c2cc(C)nc3ccc(OC)cc23)CC1. Results: hERG_inhib (hERG inhibition (general)): blocker. (4) The compound is O=C(NCCC1=CCCCC1)C1CCN(Cc2cnn(-c3ccccc3)c2-n2cccc2)CC1. Results: hERG_inhib (hERG inhibition (general)): blocker. (5) The compound is CCN1CCN(c2ccc(NC(=O)c3cccc(F)c3)cc2Cl)CC1. Results: hERG_inhib (hERG inhibition (general)): blocker. (6) The molecule is O=C(CCNC(=O)c1ccc(Cl)cc1)Nc1cccc(S(=O)(=O)N2CCCCCC2)c1. Results: hERG_inhib (hERG inhibition (general)): blocker. (7) The compound is COc1ccc2ccccc2c1CNC(C)CCc1ccccc1.O=C(O)C(=O)O. Results: hERG_inhib (hERG inhibition (general)): blocker.